The task is: Predict the reactants needed to synthesize the given product.. This data is from Full USPTO retrosynthesis dataset with 1.9M reactions from patents (1976-2016). (1) The reactants are: [F:1][C:2]1[CH:9]=[CH:8][C:7]([OH:10])=[CH:6][C:3]=1[CH2:4][OH:5].[F:11][CH:12]([F:22])[O:13][C:14]1[CH:21]=[CH:20][C:17]([CH2:18][Cl:19])=[CH:16][CH:15]=1.Cl[C:24]([N:26]1[CH:31]([CH3:32])[CH2:30][N:29](C(OC(C)(C)C)=O)[CH2:28][CH:27]1[CH3:40])=[O:25]. Given the product [ClH:19].[CH3:40][C@H:27]1[CH2:28][NH:29][CH2:30][C@@H:31]([CH3:32])[N:26]1[C:24]([O:5][CH2:4][C:3]1[CH:6]=[C:7]([O:10][CH2:18][C:17]2[CH:20]=[CH:21][C:14]([O:13][CH:12]([F:22])[F:11])=[CH:15][CH:16]=2)[CH:8]=[CH:9][C:2]=1[F:1])=[O:25], predict the reactants needed to synthesize it. (2) Given the product [F:23][C:20]1[CH:19]=[CH:18][C:17]([C:16]2[S:15][C:14]([CH3:24])=[N:13][C:12]=2[C:10]([N:4]2[CH2:5][CH2:6][CH2:7][C@@H:8]([CH3:9])[C@H:3]2[CH2:2][NH:1][C:26]2[CH:31]=[CH:30][C:29]([C:32]([F:35])([F:34])[F:33])=[CH:28][N:27]=2)=[O:11])=[CH:22][CH:21]=1, predict the reactants needed to synthesize it. The reactants are: [NH2:1][CH2:2][C@@H:3]1[C@H:8]([CH3:9])[CH2:7][CH2:6][CH2:5][N:4]1[C:10]([C:12]1[N:13]=[C:14]([CH3:24])[S:15][C:16]=1[C:17]1[CH:22]=[CH:21][C:20]([F:23])=[CH:19][CH:18]=1)=[O:11].Cl[C:26]1[CH:31]=[CH:30][C:29]([C:32]([F:35])([F:34])[F:33])=[CH:28][N:27]=1.C([O-])([O-])=O.[K+].[K+]. (3) Given the product [CH3:20][O:19][N:3]([CH2:8][C:9]1[CH:14]=[CH:13][C:12]([NH2:15])=[CH:11][CH:10]=1)[CH3:4], predict the reactants needed to synthesize it. The reactants are: Cl.Cl.[N:3]1([CH2:8][C:9]2[CH:14]=[CH:13][C:12]([NH2:15])=[CH:11][CH:10]=2)CCC[CH2:4]1.Cl.CN[O:19][CH3:20].N1CCCC1. (4) Given the product [Cl:32][C:33]1[CH:34]=[CH:35][C:36]([O:42][CH2:43][CH2:44][CH2:45][NH:46][S:47]([CH3:50])(=[O:49])=[O:48])=[C:37]([CH:41]=1)[C:38]([NH:1][CH:2]1[C:8](=[O:9])[NH:7][C:6]2[CH:19]=[CH:20][CH:21]=[CH:22][C:5]=2[C:4]([C:23]2[C:24]([Cl:31])=[CH:25][C:26]([Cl:30])=[CH:27][C:28]=2[Cl:29])=[N:3]1)=[O:39], predict the reactants needed to synthesize it. The reactants are: [NH2:1][CH:2]1[C:8](=[O:9])[N:7](CC2C=CC(OC)=CC=2)[C:6]2[CH:19]=[CH:20][CH:21]=[CH:22][C:5]=2[C:4]([C:23]2[C:28]([Cl:29])=[CH:27][C:26]([Cl:30])=[CH:25][C:24]=2[Cl:31])=[N:3]1.[Cl:32][C:33]1[CH:34]=[CH:35][C:36]([O:42][CH2:43][CH2:44][CH2:45][NH:46][S:47]([CH3:50])(=[O:49])=[O:48])=[C:37]([CH:41]=1)[C:38](O)=[O:39]. (5) Given the product [F:20][C:18]([F:19])([F:21])[CH2:17][CH2:16][CH2:15][CH:14]([C:11]1[CH:12]=[CH:13][C:8]([C:7]([NH:6][CH2:5][CH2:4][C:3]([OH:2])=[O:33])=[O:32])=[CH:9][CH:10]=1)[O:22][C:23]1[CH:24]=[C:25]([CH3:31])[C:26]([C:40]2[CH:41]=[CH:42][C:37]([CH:34]([CH3:36])[CH3:35])=[CH:38][CH:39]=2)=[C:27]([CH3:29])[CH:28]=1, predict the reactants needed to synthesize it. The reactants are: C[O:2][C:3](=[O:33])[CH2:4][CH2:5][NH:6][C:7](=[O:32])[C:8]1[CH:13]=[CH:12][C:11]([CH:14]([O:22][C:23]2[CH:28]=[C:27]([CH3:29])[C:26](Br)=[C:25]([CH3:31])[CH:24]=2)[CH2:15][CH2:16][CH2:17][C:18]([F:21])([F:20])[F:19])=[CH:10][CH:9]=1.[CH:34]([C:37]1[CH:42]=[CH:41][C:40](B(O)O)=[CH:39][CH:38]=1)([CH3:36])[CH3:35]. (6) Given the product [CH3:34][O:33][C:31]([CH:27]1[CH2:28][CH2:29][CH2:30][CH:25]([NH:24][C:22]([C:13]2[CH:14]=[C:15]([CH:20]=[CH:21][C:12]=2[O:11][CH2:10][CH2:9][CH2:8][C:5]2[CH:6]=[CH:7][C:2]([O:1][CH2:36][C:37]3[CH:42]=[CH:41][C:40]([O:43][CH2:44][CH2:45][CH3:46])=[CH:39][CH:38]=3)=[CH:3][CH:4]=2)[C:16]([O:18][CH3:19])=[O:17])=[O:23])[CH2:26]1)=[O:32], predict the reactants needed to synthesize it. The reactants are: [OH:1][C:2]1[CH:7]=[CH:6][C:5]([CH2:8][CH2:9][CH2:10][O:11][C:12]2[CH:21]=[CH:20][C:15]([C:16]([O:18][CH3:19])=[O:17])=[CH:14][C:13]=2[C:22]([NH:24][CH:25]2[CH2:30][CH2:29][CH2:28][CH:27]([C:31]([O:33][CH3:34])=[O:32])[CH2:26]2)=[O:23])=[CH:4][CH:3]=1.Cl[CH2:36][C:37]1[CH:42]=[CH:41][C:40]([O:43][CH2:44][CH2:45][CH3:46])=[CH:39][CH:38]=1. (7) Given the product [CH3:10][O:11][CH:12]([O:15][CH3:16])[CH2:13][NH:14][CH2:6][C:5]1[CH:8]=[CH:9][C:2]([F:1])=[CH:3][CH:4]=1, predict the reactants needed to synthesize it. The reactants are: [F:1][C:2]1[CH:9]=[CH:8][C:5]([CH:6]=O)=[CH:4][CH:3]=1.[CH3:10][O:11][CH:12]([O:15][CH3:16])[CH2:13][NH2:14].O.C1(C)C=CC(S(O)(=O)=O)=CC=1. (8) Given the product [C:7]([C:9]1[C:10]([NH:32][C:33]([C:35]2[S:36][CH:37]=[CH:38][CH:39]=2)=[O:34])=[N:11][C:12]([C:24]2[CH:29]=[CH:28][C:27]([F:30])=[CH:26][C:25]=2[O:31][CH2:42][O:43][CH3:44])=[CH:13][C:14]=1[C:15]1[CH:16]=[C:17]([CH:21]=[CH:22][CH:23]=1)[C:18]([OH:20])=[O:19])#[N:8], predict the reactants needed to synthesize it. The reactants are: [OH-].[Na+].C(O)C.Cl.[C:7]([C:9]1[C:10]([NH:32][C:33]([C:35]2[S:36][CH:37]=[CH:38][CH:39]=2)=[O:34])=[N:11][C:12]([C:24]2[CH:29]=[CH:28][C:27]([F:30])=[CH:26][C:25]=2[OH:31])=[CH:13][C:14]=1[C:15]1[CH:16]=[C:17]([CH:21]=[CH:22][CH:23]=1)[C:18]([OH:20])=[O:19])#[N:8].C1[CH2:44][O:43][CH2:42]C1. (9) Given the product [CH3:9][C:7]1[CH:8]=[C:2]([C:16]2[CH:17]=[CH:18][CH:19]=[CH:20][C:15]=2[C:14]([F:25])([F:24])[F:13])[CH:3]=[C:4]([N+:10]([O-:12])=[O:11])[C:5]=1[NH2:6], predict the reactants needed to synthesize it. The reactants are: Br[C:2]1[CH:8]=[C:7]([CH3:9])[C:5]([NH2:6])=[C:4]([N+:10]([O-:12])=[O:11])[CH:3]=1.[F:13][C:14]([F:25])([F:24])[C:15]1[CH:20]=[CH:19][CH:18]=[CH:17][C:16]=1B(O)O. (10) Given the product [CH3:19][O:20][C:21]([C:23]1[CH:30]=[CH:29][C:26]([CH2:27][NH:28][C:15](=[O:16])[CH2:14][CH2:13][C:5]2[CH:6]=[CH:7][C:8]([O:9][CH2:10][C:11]#[CH:12])=[C:3]([O:2][CH3:1])[CH:4]=2)=[CH:25][CH:24]=1)=[O:22], predict the reactants needed to synthesize it. The reactants are: [CH3:1][O:2][C:3]1[CH:4]=[C:5]([CH2:13][CH2:14][C:15](Cl)=[O:16])[CH:6]=[CH:7][C:8]=1[O:9][CH2:10][C:11]#[CH:12].Cl.[CH3:19][O:20][C:21]([C:23]1[CH:30]=[CH:29][C:26]([CH2:27][NH2:28])=[CH:25][CH:24]=1)=[O:22].